Dataset: Forward reaction prediction with 1.9M reactions from USPTO patents (1976-2016). Task: Predict the product of the given reaction. (1) Given the reactants [C:1]([O:5][CH2:6][C:7]#[CH:8])(=[O:4])[CH:2]=[CH2:3].[CH2:9]([N:21]=[N+:22]=[N-:23])[CH2:10][CH2:11][CH2:12][CH2:13][CH2:14][CH2:15][CH2:16][CH2:17][CH2:18][CH2:19][CH3:20].O, predict the reaction product. The product is: [CH2:9]([N:21]1[CH:8]=[C:7]([CH2:6][O:5][C:1](=[O:4])[CH:2]=[CH2:3])[N:23]=[N:22]1)[CH2:10][CH2:11][CH2:12][CH2:13][CH2:14][CH2:15][CH2:16][CH2:17][CH2:18][CH2:19][CH3:20]. (2) Given the reactants [F:1][C:2]1[CH:26]=[CH:25][CH:24]=[CH:23][C:3]=1[CH2:4][N:5]1[C:9]2=[N:10][CH:11]=[CH:12][CH:13]=[C:8]2[C:7]([C:14]2[N:19]=[C:18]([NH2:20])[C:17]([NH2:21])=[C:16]([NH2:22])[N:15]=2)=[N:6]1.[C:27](O[C:27]([O:29][CH3:30])=[O:28])([O:29][CH3:30])=[O:28], predict the reaction product. The product is: [NH2:22][C:16]1[C:17]([NH:21][C:27](=[O:28])[O:29][CH3:30])=[C:18]([NH2:20])[N:19]=[C:14]([C:7]2[C:8]3[C:9](=[N:10][CH:11]=[CH:12][CH:13]=3)[N:5]([CH2:4][C:3]3[CH:23]=[CH:24][CH:25]=[CH:26][C:2]=3[F:1])[N:6]=2)[N:15]=1. (3) Given the reactants [Cl:1][C:2]1[CH:3]=[C:4]2[C:8](=[CH:9][CH:10]=1)[N:7]([C:11]1[N:15]([CH3:16])[N:14]=[C:13]([CH3:17])[C:12]=1[CH2:18][NH:19][S:20]([NH2:23])(=[O:22])=[O:21])[CH:6]=[CH:5]2.C[C:25]1[CH:45]=[CH:44][CH:43]=C([N+]([O-])=O)[C:26]=1[C:27](O[C:27](=[O:28])[C:26]1C([N+]([O-])=O)=[CH:43][CH:44]=[CH:45][C:25]=1C)=[O:28].C(O)(=O)CCCCC.[Cl-].[NH4+], predict the reaction product. The product is: [Cl:1][C:2]1[CH:3]=[C:4]2[C:8](=[CH:9][CH:10]=1)[N:7]([C:11]1[N:15]([CH3:16])[N:14]=[C:13]([CH3:17])[C:12]=1[CH2:18][NH:19][S:20]([NH:23][C:27](=[O:28])[CH2:26][CH2:25][CH2:45][CH2:44][CH3:43])(=[O:22])=[O:21])[CH:6]=[CH:5]2. (4) Given the reactants [CH2:1]([O:8][C:9]1[C:10]([F:30])=[C:11]([CH:15]([C:23]2[C:28](Cl)=[N:27][CH:26]=[CH:25][N:24]=2)[NH:16][C:17]([CH:19]2[CH2:22][CH2:21][CH2:20]2)=O)[CH:12]=[CH:13][CH:14]=1)[C:2]1[CH:7]=[CH:6][CH:5]=[CH:4][CH:3]=1.C(OC1C(F)=C(C(N)C2C(Cl)=NC=C[N:47]=2)C=CC=1)C1C=CC=CC=1.C(N(C(C)C)CC)(C)C.C1(C(Cl)=O)CCC1, predict the reaction product. The product is: [NH2:47][C:28]1[C:23]2[N:24]([C:17]([CH:19]3[CH2:22][CH2:21][CH2:20]3)=[N:16][C:15]=2[C:11]2[CH:12]=[CH:13][CH:14]=[C:9]([O:8][CH2:1][C:2]3[CH:7]=[CH:6][CH:5]=[CH:4][CH:3]=3)[C:10]=2[F:30])[CH:25]=[CH:26][N:27]=1.